From a dataset of Full USPTO retrosynthesis dataset with 1.9M reactions from patents (1976-2016). Predict the reactants needed to synthesize the given product. (1) Given the product [CH:30]([S:4]([C:7](=[C:25]([NH:24][C:20]1[CH:21]=[CH:22][CH:23]=[C:18]([O:17][CH3:16])[CH:19]=1)[S:26][CH3:27])[C:8]#[N:9])(=[O:6])=[O:5])([CH3:32])[CH3:29], predict the reactants needed to synthesize it. The reactants are: C([S:4]([CH2:7][C:8]#[N:9])(=[O:6])=[O:5])CC.C(=O)([O-])[O-].[K+].[K+].[CH3:16][O:17][C:18]1[CH:19]=[C:20]([N:24]=[C:25]=[S:26])[CH:21]=[CH:22][CH:23]=1.[CH3:27]I.[CH3:29][C:30]([CH3:32])=O. (2) Given the product [CH3:1][N:2]([CH3:13])[C:3]([C:5]1[C:9]([N+:10]([O-:12])=[O:11])=[CH:8][N:7]([C:15]2[CH:20]=[CH:19][CH:18]=[CH:17][N:16]=2)[N:6]=1)=[O:4], predict the reactants needed to synthesize it. The reactants are: [CH3:1][N:2]([CH3:13])[C:3]([C:5]1[C:9]([N+:10]([O-:12])=[O:11])=[CH:8][NH:7][N:6]=1)=[O:4].Br[C:15]1[CH:20]=[CH:19][CH:18]=[CH:17][N:16]=1.C(=O)([O-])[O-].[Cs+].[Cs+]. (3) The reactants are: [CH3:1][N:2]([CH3:28])[C:3]1[CH:27]=[CH:26][CH:25]=[CH:24][C:4]=1[CH2:5][N:6]1[CH2:10][CH2:9][C@@H:8]([NH:11][C:12]2[N:13]=[CH:14][C:15](/[CH:18]=[CH:19]/[C:20]([O:22]C)=[O:21])=[N:16][CH:17]=2)[CH2:7]1.[OH-].[Na+].Cl. Given the product [CH3:28][N:2]([CH3:1])[C:3]1[CH:27]=[CH:26][CH:25]=[CH:24][C:4]=1[CH2:5][N:6]1[CH2:10][CH2:9][C@@H:8]([NH:11][C:12]2[N:13]=[CH:14][C:15](/[CH:18]=[CH:19]/[C:20]([OH:22])=[O:21])=[N:16][CH:17]=2)[CH2:7]1, predict the reactants needed to synthesize it. (4) Given the product [CH2:26]([O:14][C:12]([CH:11]1[CH2:9][CH:10]([C:20]2[CH:23]=[CH:24][C:17]([Br:16])=[CH:18][CH:19]=2)[C:7]2[C:5](=[CH:4][CH:3]=[C:2]([Cl:1])[CH:8]=2)[NH:6]1)=[O:13])[CH3:27], predict the reactants needed to synthesize it. The reactants are: [Cl:1][C:2]1[CH:8]=[CH:7][C:5]([NH2:6])=[CH:4][CH:3]=1.[CH2:9]([C:11](=O)[C:12]([O-:14])=[O:13])[CH3:10].[Br:16][C:17]1[CH:24]=[CH:23][C:20](C=C)=[CH:19][CH:18]=1.F[C:26](F)(F)[C:27](O)=O. (5) Given the product [F:17][C:15]1[CH:16]=[C:11]([CH:6]([C:7]([F:10])([F:8])[F:9])[CH:5]([NH:19][CH:20]=[O:21])[CH2:4][OH:3])[CH:12]=[C:13]([F:18])[CH:14]=1, predict the reactants needed to synthesize it. The reactants are: C([O:3][C:4](=O)[C:5]([NH:19][CH:20]=[O:21])=[C:6]([C:11]1[CH:16]=[C:15]([F:17])[CH:14]=[C:13]([F:18])[CH:12]=1)[C:7]([F:10])([F:9])[F:8])C.[BH4-].[Na+].[BH4-].[Li+]. (6) Given the product [C:5]([C:9]1[CH:14]=[CH:13][CH:12]=[C:11]([N+:1]([O-:4])=[O:2])[C:10]=1[OH:15])([CH3:8])([CH3:6])[CH3:7], predict the reactants needed to synthesize it. The reactants are: [N+:1]([O-:4])(O)=[O:2].[C:5]([C:9]1[CH:14]=[CH:13][CH:12]=[CH:11][C:10]=1[OH:15])([CH3:8])([CH3:7])[CH3:6].